The task is: Predict which catalyst facilitates the given reaction.. This data is from Catalyst prediction with 721,799 reactions and 888 catalyst types from USPTO. (1) Reactant: [C:1]([O:5][C@@H:6]([C:12]1[C:37]([CH3:38])=[CH:36][C:15]2[N:16]=[C:17]([C:19]3[CH:24]=[CH:23][N:22]=[C:21]([C:25]4[CH:26]=[C:27]5[C:33]([CH3:34])=[CH:32][N:31]([CH3:35])[C:28]5=[N:29][CH:30]=4)[CH:20]=3)[S:18][C:14]=2[C:13]=1[C:39]1[CH:44]=[CH:43][C:42]([Cl:45])=[CH:41][CH:40]=1)[C:7]([O:9]CC)=[O:8])([CH3:4])([CH3:3])[CH3:2].[OH-].[Na+]. Product: [C:1]([O:5][C@@H:6]([C:12]1[C:37]([CH3:38])=[CH:36][C:15]2[N:16]=[C:17]([C:19]3[CH:24]=[CH:23][N:22]=[C:21]([C:25]4[CH:26]=[C:27]5[C:33]([CH3:34])=[CH:32][N:31]([CH3:35])[C:28]5=[N:29][CH:30]=4)[CH:20]=3)[S:18][C:14]=2[C:13]=1[C:39]1[CH:40]=[CH:41][C:42]([Cl:45])=[CH:43][CH:44]=1)[C:7]([OH:9])=[O:8])([CH3:4])([CH3:2])[CH3:3]. The catalyst class is: 36. (2) Reactant: [CH2:1]([O:3][C:4](=[O:19])[C:5]([F:18])([F:17])[CH2:6][NH:7][C@@H:8]1[CH2:10][C@H:9]1[C:11]1[CH:16]=[CH:15][CH:14]=[CH:13][CH:12]=1)[CH3:2].[Cl:20][C:21]1[N:26]=[C:25](Cl)[C:24]([N+:28]([O-:30])=[O:29])=[CH:23][N:22]=1.C(=O)(O)[O-].[Na+]. Product: [CH2:1]([O:3][C:4](=[O:19])[C:5]([F:18])([F:17])[CH2:6][N:7]([C:23]1[C:24]([N+:28]([O-:30])=[O:29])=[CH:25][N:26]=[C:21]([Cl:20])[N:22]=1)[C@@H:8]1[CH2:10][C@H:9]1[C:11]1[CH:16]=[CH:15][CH:14]=[CH:13][CH:12]=1)[CH3:2]. The catalyst class is: 13. (3) Reactant: [CH:1]1[C:6]([NH:7][CH2:8][CH2:9][NH:10][CH2:11][CH2:12][OH:13])=[C:5]2[C:14]([C:16]3[C:17]([OH:25])=[CH:18][CH:19]=[C:20]([OH:24])[C:21]=3[C:22](=[O:23])[C:4]2=[C:3]([NH:26][CH2:27][CH2:28][NH:29][CH2:30][CH2:31][OH:32])[CH:2]=1)=[O:15].[Cl-]. Product: [CH:2]1[C:3]([NH:26][CH2:27][CH2:28][NH:29][CH2:30][CH2:31][OH:32])=[C:4]2[C:22]([C:21]3[C:20]([OH:24])=[CH:19][CH:18]=[C:17]([OH:25])[C:16]=3[C:14](=[O:15])[C:5]2=[C:6]([NH:7][CH2:8][CH2:9][NH:10][CH2:11][CH2:12][OH:13])[CH:1]=1)=[O:23]. The catalyst class is: 21.